From a dataset of Catalyst prediction with 721,799 reactions and 888 catalyst types from USPTO. Predict which catalyst facilitates the given reaction. (1) Reactant: [CH:1]1([C:5]2[C:9]3[CH2:10][NH:11][CH:12]([CH3:14])[CH2:13][C:8]=3[NH:7][N:6]=2)[CH2:4][CH2:3][CH2:2]1.[Cl:15][C:16]1[CH:17]=[C:18]([NH:22][C:23](=O)[O:24]C2C=CC=CC=2)[CH:19]=[CH:20][CH:21]=1. Product: [Cl:15][C:16]1[CH:17]=[C:18]([NH:22][C:23]([N:11]2[CH:12]([CH3:14])[CH2:13][C:8]3[NH:7][N:6]=[C:5]([CH:1]4[CH2:4][CH2:3][CH2:2]4)[C:9]=3[CH2:10]2)=[O:24])[CH:19]=[CH:20][CH:21]=1. The catalyst class is: 2. (2) The catalyst class is: 24. Reactant: [CH:1]1[C:6]([CH:7]=[O:8])=[CH:5][CH:4]=[C:3]([CH:9]=O)[CH:2]=1.[N:11]1([CH2:16][CH2:17][NH2:18])[CH2:15][CH2:14][CH2:13][CH2:12]1.[BH4-].[Na+].Cl.[OH-].[Na+]. Product: [N:11]1([CH2:16][CH2:17][NH:18][CH2:9][C:3]2[CH:2]=[CH:1][C:6]([CH:7]=[O:8])=[CH:5][CH:4]=2)[CH2:15][CH2:14][CH2:13][CH2:12]1. (3) Product: [CH3:1][O:2][C:3](=[O:22])[C:4]1[CH:5]=[CH:6][C:7]([CH2:10][CH:11]([C:12](=[O:14])[N:35]([C:37]2[O:36][C:41]3=[CH:42][CH:43]=[CH:44][C:40]3=[CH:39][CH:38]=2)[C:29]2[CH:34]=[CH:33][CH:32]=[CH:31][CH:30]=2)[C:15]2[CH:20]=[CH:19][C:18]([Br:21])=[CH:17][CH:16]=2)=[CH:8][CH:9]=1. Reactant: [CH3:1][O:2][C:3](=[O:22])[C:4]1[CH:9]=[CH:8][C:7]([CH2:10][CH:11]([C:15]2[CH:20]=[CH:19][C:18]([Br:21])=[CH:17][CH:16]=2)[C:12]([OH:14])=O)=[CH:6][CH:5]=1.C(Cl)(=O)C(Cl)=O.[C:29]1([NH2:35])[CH:34]=[CH:33][CH:32]=[CH:31][CH:30]=1.[O:36]1[C:41]2=[CH:42][CH:43]=[CH:44][C:40]2=[CH:39][CH:38]=[CH:37]1. The catalyst class is: 2. (4) Reactant: [H-].[C:2]([O:6][C:7]([NH:9][CH2:10][C:11](OC)=[O:12])=[O:8])([CH3:5])([CH3:4])[CH3:3].CO. Product: [C:2]([O:6][C:7](=[O:8])[NH:9][CH2:10][CH:11]=[O:12])([CH3:5])([CH3:3])[CH3:4]. The catalyst class is: 11. (5) Reactant: [CH2:1]([Mg]Br)[CH3:2].[CH3:5][N:6]1[CH:10]=[CH:9][C:8]([C:11]#[N:12])=[N:7]1.B(F)(F)F.CCOCC.Cl.[OH-].[Na+]. Product: [CH3:5][N:6]1[CH:10]=[CH:9][C:8]([C:11]2([NH2:12])[CH2:2][CH2:1]2)=[N:7]1. The catalyst class is: 28.